Task: Predict the reaction yield, written as a fraction of the theoretical maximum amount of product (1.0 means a 100% yield; for example, 0.34 means a 34% yield).. Dataset: Reaction yield outcomes from USPTO patents with 853,638 reactions (1) The reactants are [OH-].[K+].[CH3:3][C@@H:4]1[CH2:8][CH2:7][C:6](=O)[CH:5]1[C:10]([O:12]CC)=O.[NH2:15][C:16]([NH2:18])=[S:17]. The catalyst is O.C(O)C. The product is [SH:17][C:16]1[N:15]=[C:10]([OH:12])[C:5]2[C@H:4]([CH3:3])[CH2:8][CH2:7][C:6]=2[N:18]=1. The yield is 0.560. (2) The reactants are [NH2:1][C:2]1[C:10]2[C:5](=[N:6][CH:7]=[C:8]([Br:25])[C:9]=2[N:11]2[CH2:16][CH2:15][CH2:14][C@@H:13]([NH:17][C:18](=[O:24])[O:19][C:20]([CH3:23])([CH3:22])[CH3:21])[CH2:12]2)[NH:4][CH:3]=1.C(N(CC)CC)C.[C:33](O[C:33]([O:35][CH2:36][CH3:37])=[O:34])([O:35][CH2:36][CH3:37])=[O:34].O. The catalyst is C(Cl)Cl.CC#N.O. The product is [Br:25][C:8]1[C:9]([N:11]2[CH2:16][CH2:15][CH2:14][C@@H:13]([NH:17][C:18](=[O:24])[O:19][C:20]([CH3:21])([CH3:22])[CH3:23])[CH2:12]2)=[C:10]2[C:2]([NH:1][C:33]([O:35][CH2:36][CH3:37])=[O:34])=[CH:3][NH:4][C:5]2=[N:6][CH:7]=1. The yield is 0.550. (3) The reactants are [Br:1][C:2]1[CH:3]=[C:4]2[C:11]3([C:15](=[O:16])[NH:14][C:13](=O)[NH:12]3)[CH2:10][CH:9]([CH:18]3[CH2:23][CH2:22][CH2:21][O:20][CH2:19]3)[O:8][C:5]2=[CH:6][CH:7]=1.COC1C=CC(P2(SP(C3C=CC(OC)=CC=3)(=S)S2)=[S:33])=CC=1. The catalyst is O1CCOCC1. The product is [Br:1][C:2]1[CH:3]=[C:4]2[C:11]3([C:15](=[O:16])[NH:14][C:13](=[S:33])[NH:12]3)[CH2:10][CH:9]([CH:18]3[CH2:23][CH2:22][CH2:21][O:20][CH2:19]3)[O:8][C:5]2=[CH:6][CH:7]=1. The yield is 0.400. (4) The reactants are [NH2:1][C:2]1[S:6][C:5]([CH2:7][CH2:8][C@@H:9]([F:21])[CH2:10][N:11]2[CH:15]=[C:14]([C:16]([O:18][CH2:19][CH3:20])=[O:17])[N:13]=[N:12]2)=[N:4][N:3]=1.Cl.[N:23]1[CH:28]=[CH:27][CH:26]=[CH:25][C:24]=1[CH2:29][C:30](O)=[O:31].C(N(CC)CC)C.C(P1(=O)OP(CCC)(=O)OP(CCC)(=O)O1)CC. The catalyst is CN(C=O)C. The product is [F:21][C@H:9]([CH2:8][CH2:7][C:5]1[S:6][C:2]([NH:1][C:30](=[O:31])[CH2:29][C:24]2[CH:25]=[CH:26][CH:27]=[CH:28][N:23]=2)=[N:3][N:4]=1)[CH2:10][N:11]1[CH:15]=[C:14]([C:16]([O:18][CH2:19][CH3:20])=[O:17])[N:13]=[N:12]1. The yield is 0.890.